Dataset: NCI-60 drug combinations with 297,098 pairs across 59 cell lines. Task: Regression. Given two drug SMILES strings and cell line genomic features, predict the synergy score measuring deviation from expected non-interaction effect. (1) Drug 1: C1=CC(=CC=C1CC(C(=O)O)N)N(CCCl)CCCl.Cl. Drug 2: C1CC(C1)(C(=O)O)C(=O)O.[NH2-].[NH2-].[Pt+2]. Cell line: SNB-75. Synergy scores: CSS=11.5, Synergy_ZIP=-4.50, Synergy_Bliss=-2.09, Synergy_Loewe=-4.90, Synergy_HSA=-3.83. (2) Drug 1: C1=CC(=CC=C1C#N)C(C2=CC=C(C=C2)C#N)N3C=NC=N3. Drug 2: C1=CC=C(C=C1)NC(=O)CCCCCCC(=O)NO. Cell line: A498. Synergy scores: CSS=8.95, Synergy_ZIP=0.729, Synergy_Bliss=2.43, Synergy_Loewe=-4.38, Synergy_HSA=-2.56. (3) Drug 1: C1=CC(=C2C(=C1NCCNCCO)C(=O)C3=C(C=CC(=C3C2=O)O)O)NCCNCCO. Drug 2: C1=NC(=NC(=O)N1C2C(C(C(O2)CO)O)O)N. Cell line: CCRF-CEM. Synergy scores: CSS=44.2, Synergy_ZIP=-2.11, Synergy_Bliss=-2.64, Synergy_Loewe=-16.0, Synergy_HSA=-2.11. (4) Drug 1: C1CC2CC3=C(CC1C24CN(S(=O)(=O)N4)CC(F)(F)F)C=CC(=C3)C=CCN5CCC(CC5)C(F)(F)F. Drug 2: CN(CC1=CN=C2C(=N1)C(=NC(=N2)N)N)C3=CC=C(C=C3)C(=O)NC(CCC(=O)O)C(=O)O. Cell line: NCI-H460. Synergy scores: CSS=44.6, Synergy_ZIP=-1.45, Synergy_Bliss=-2.25, Synergy_Loewe=-8.66, Synergy_HSA=-1.02. (5) Drug 1: C1CCC(C1)C(CC#N)N2C=C(C=N2)C3=C4C=CNC4=NC=N3. Drug 2: C1C(C(OC1N2C=C(C(=O)NC2=O)F)CO)O. Cell line: OVCAR-5. Synergy scores: CSS=14.0, Synergy_ZIP=0.00481, Synergy_Bliss=5.00, Synergy_Loewe=-1.09, Synergy_HSA=1.78. (6) Drug 1: CN1C(=O)N2C=NC(=C2N=N1)C(=O)N. Drug 2: CC(C)(C#N)C1=CC(=CC(=C1)CN2C=NC=N2)C(C)(C)C#N. Cell line: T-47D. Synergy scores: CSS=1.03, Synergy_ZIP=-0.0746, Synergy_Bliss=1.74, Synergy_Loewe=-3.03, Synergy_HSA=-2.52. (7) Synergy scores: CSS=60.1, Synergy_ZIP=-2.18, Synergy_Bliss=-3.25, Synergy_Loewe=-28.5, Synergy_HSA=-5.29. Cell line: 786-0. Drug 2: N.N.Cl[Pt+2]Cl. Drug 1: CN1C(=O)N2C=NC(=C2N=N1)C(=O)N. (8) Drug 1: CC(C1=C(C=CC(=C1Cl)F)Cl)OC2=C(N=CC(=C2)C3=CN(N=C3)C4CCNCC4)N. Drug 2: CC(CN1CC(=O)NC(=O)C1)N2CC(=O)NC(=O)C2. Cell line: A549. Synergy scores: CSS=47.5, Synergy_ZIP=-2.01, Synergy_Bliss=-0.333, Synergy_Loewe=3.04, Synergy_HSA=3.45. (9) Drug 1: CCCCC(=O)OCC(=O)C1(CC(C2=C(C1)C(=C3C(=C2O)C(=O)C4=C(C3=O)C=CC=C4OC)O)OC5CC(C(C(O5)C)O)NC(=O)C(F)(F)F)O. Drug 2: C1CNP(=O)(OC1)N(CCCl)CCCl. Cell line: DU-145. Synergy scores: CSS=48.1, Synergy_ZIP=-2.24, Synergy_Bliss=-1.97, Synergy_Loewe=-42.0, Synergy_HSA=-6.23.